This data is from Forward reaction prediction with 1.9M reactions from USPTO patents (1976-2016). The task is: Predict the product of the given reaction. (1) The product is: [C:31]([NH:2][CH2:3][CH2:4][C:5]([O:7][CH2:8][CH3:9])=[O:6])([O:30][C:26]([CH3:29])([CH3:28])[CH3:27])=[O:32]. Given the reactants Cl.[NH2:2][CH2:3][CH2:4][C:5]([O:7][CH2:8][CH3:9])=[O:6].C(N(CC)CC)C.CN(C1C=CC=CN=1)C.[C:26]([O:30][C:31](O[C:31]([O:30][C:26]([CH3:29])([CH3:28])[CH3:27])=[O:32])=[O:32])([CH3:29])([CH3:28])[CH3:27], predict the reaction product. (2) Given the reactants Cl.[CH:2]([CH:15]1[CH2:20][CH2:19][NH:18][CH2:17][C:16]1=[O:21])([C:9]1[CH:14]=[CH:13][CH:12]=[CH:11][CH:10]=1)[C:3]1[CH:8]=[CH:7][CH:6]=[CH:5][CH:4]=1.C(NCC)(C)C.[OH:28][C:29]1[CH:36]=[CH:35][C:32]([CH2:33]O)=[CH:31][CH:30]=1, predict the reaction product. The product is: [CH:2]([CH:15]1[CH2:20][CH2:19][N:18]([CH2:33][C:32]2[CH:35]=[CH:36][C:29]([OH:28])=[CH:30][CH:31]=2)[CH2:17][C:16]1=[O:21])([C:9]1[CH:14]=[CH:13][CH:12]=[CH:11][CH:10]=1)[C:3]1[CH:4]=[CH:5][CH:6]=[CH:7][CH:8]=1.